The task is: Predict the reactants needed to synthesize the given product.. This data is from Full USPTO retrosynthesis dataset with 1.9M reactions from patents (1976-2016). (1) Given the product [OH:1][CH2:2][CH:3]([CH2:15][C:16]1[CH:17]=[CH:18][C:19]([O:22][CH2:23][CH2:24][CH2:25][C:26]2[CH:27]=[CH:28][CH:29]=[CH:30][CH:31]=2)=[CH:20][CH:21]=1)[CH2:4][NH:5][CH2:6][CH2:7][C:8]([OH:10])=[O:9], predict the reactants needed to synthesize it. The reactants are: [OH:1][CH2:2][CH:3]([CH2:15][C:16]1[CH:21]=[CH:20][C:19]([O:22][CH2:23][CH2:24][CH2:25][C:26]2[CH:31]=[CH:30][CH:29]=[CH:28][CH:27]=2)=[CH:18][CH:17]=1)[CH2:4][NH:5][CH2:6][CH2:7][C:8]([O:10]C(C)(C)C)=[O:9].NCCCC1C=CC(O)=CC=1.FC(F)(F)C(O)=O. (2) The reactants are: [Na+].[C:2]([C:4]1[CH:5]=[C:6]([C:14]2[S:18][C:17]([C:19]3[C:20]([CH3:34])=[C:21]4[C:26](=[CH:27][CH:28]=3)[CH2:25][N:24]([CH2:29][CH2:30][C:31]([O-:33])=O)[CH2:23][CH2:22]4)=[N:16][N:15]=2)[CH:7]=[CH:8][C:9]=1[O:10][CH:11]([CH3:13])[CH3:12])#[N:3].[CH2:35]([N:37](CC)[CH2:38]C)C.C(Cl)CCl.CNC.C1COCC1. Given the product [C:2]([C:4]1[CH:5]=[C:6]([C:14]2[S:18][C:17]([C:19]3[C:20]([CH3:34])=[C:21]4[C:26](=[CH:27][CH:28]=3)[CH2:25][N:24]([CH2:29][CH2:30][C:31]([N:37]([CH3:38])[CH3:35])=[O:33])[CH2:23][CH2:22]4)=[N:16][N:15]=2)[CH:7]=[CH:8][C:9]=1[O:10][CH:11]([CH3:12])[CH3:13])#[N:3], predict the reactants needed to synthesize it. (3) Given the product [F:1][C:2]([F:15])([F:16])[C:3]([OH:4])([C:5]1[CH:10]=[CH:9][CH:8]=[C:7]([C:11]([F:12])([F:13])[F:14])[CH:6]=1)[CH2:26][C:24]([C:21]1[CH:22]=[CH:23][C:18]([CH3:17])=[CH:19][CH:20]=1)=[O:25], predict the reactants needed to synthesize it. The reactants are: [F:1][C:2]([F:16])([F:15])[C:3]([C:5]1[CH:10]=[CH:9][CH:8]=[C:7]([C:11]([F:14])([F:13])[F:12])[CH:6]=1)=[O:4].[CH3:17][C:18]1[CH:23]=[CH:22][C:21]([C:24]([CH3:26])=[O:25])=[CH:20][CH:19]=1.[H-].[Li+]. (4) Given the product [CH3:6][C:7]1[C:11]([CH:12]([OH:13])[CH3:1])=[C:10]([C:14]2[CH:19]=[CH:18][CH:17]=[CH:16][CH:15]=2)[O:9][N:8]=1, predict the reactants needed to synthesize it. The reactants are: [CH2:1]1COCC1.[CH3:6][C:7]1[C:11]([CH:12]=[O:13])=[C:10]([C:14]2[CH:19]=[CH:18][CH:17]=[CH:16][CH:15]=2)[O:9][N:8]=1.C[Mg]Br.Cl. (5) Given the product [Br:18][C:19]1[C:24]([CH3:25])=[CH:23][C:22]([O:26][CH2:2][C:3]2[C:8]([O:9][CH3:10])=[CH:7][CH:6]=[CH:5][C:4]=2[N:11]2[C:15](=[O:16])[N:14]([CH3:17])[N:13]=[N:12]2)=[C:21]([CH3:27])[CH:20]=1, predict the reactants needed to synthesize it. The reactants are: Br[CH2:2][C:3]1[C:8]([O:9][CH3:10])=[CH:7][CH:6]=[CH:5][C:4]=1[N:11]1[C:15](=[O:16])[N:14]([CH3:17])[N:13]=[N:12]1.[Br:18][C:19]1[C:24]([CH3:25])=[CH:23][C:22]([OH:26])=[C:21]([CH3:27])[CH:20]=1.C(=O)([O-])[O-].[K+].[K+].C(#N)C. (6) Given the product [NH2:1][C:4]1[CH:30]=[CH:29][C:28]([N:31]2[CH2:35][CH2:34][CH2:33][CH2:32]2)=[CH:27][C:5]=1[C:6]([NH:8][C:9]1[CH:10]=[CH:11][C:12]([CH2:15][CH2:16][C:17]2[CH:26]=[CH:25][C:20]([C:21]([O:23][CH3:24])=[O:22])=[CH:19][CH:18]=2)=[CH:13][CH:14]=1)=[O:7], predict the reactants needed to synthesize it. The reactants are: [N+:1]([C:4]1[CH:30]=[CH:29][C:28]([N:31]2[CH2:35][CH2:34][CH2:33][CH2:32]2)=[CH:27][C:5]=1[C:6]([NH:8][C:9]1[CH:14]=[CH:13][C:12]([CH2:15][CH2:16][C:17]2[CH:26]=[CH:25][C:20]([C:21]([O:23][CH3:24])=[O:22])=[CH:19][CH:18]=2)=[CH:11][CH:10]=1)=[O:7])([O-])=O.[H][H].